This data is from Catalyst prediction with 721,799 reactions and 888 catalyst types from USPTO. The task is: Predict which catalyst facilitates the given reaction. Reactant: [OH:1][C:2]1[C:3]([C:19](=[N:21][NH:22][C:23]([C:25]2[CH:34]=[CH:33][C:28]([C:29]([O:31]C)=[O:30])=[CH:27][CH:26]=2)=[O:24])[CH3:20])=[N:4][N:5]([CH3:18])[C:6]=1[C:7]1[CH:12]=[CH:11][C:10]([CH2:13][CH2:14][CH2:15][CH2:16][CH3:17])=[CH:9][CH:8]=1.CO.[OH-].[Na+].Cl. Product: [OH:1][C:2]1[C:3]([C:19](=[N:21][NH:22][C:23]([C:25]2[CH:26]=[CH:27][C:28]([C:29]([OH:31])=[O:30])=[CH:33][CH:34]=2)=[O:24])[CH3:20])=[N:4][N:5]([CH3:18])[C:6]=1[C:7]1[CH:8]=[CH:9][C:10]([CH2:13][CH2:14][CH2:15][CH2:16][CH3:17])=[CH:11][CH:12]=1. The catalyst class is: 6.